Dataset: Full USPTO retrosynthesis dataset with 1.9M reactions from patents (1976-2016). Task: Predict the reactants needed to synthesize the given product. (1) Given the product [C:25]([C:15]1[CH:14]=[C:13]([NH2:12])[N:17]([C:18]2[CH:23]=[CH:22][CH:21]=[C:20]([O:24][Si:4]([CH:8]([CH3:10])[CH3:9])([CH:5]([CH3:7])[CH3:6])[CH:1]([CH3:3])[CH3:2])[CH:19]=2)[N:16]=1)([CH3:28])([CH3:26])[CH3:27], predict the reactants needed to synthesize it. The reactants are: [CH:1]([Si:4](Cl)([CH:8]([CH3:10])[CH3:9])[CH:5]([CH3:7])[CH3:6])([CH3:3])[CH3:2].[NH2:12][C:13]1[N:17]([C:18]2[CH:19]=[C:20]([OH:24])[CH:21]=[CH:22][CH:23]=2)[N:16]=[C:15]([C:25]([CH3:28])([CH3:27])[CH3:26])[CH:14]=1.N1C=CN=C1. (2) Given the product [C:38]([O:37][CH:35]([O:14][C:13](=[O:15])[C:12]1[CH:16]=[CH:17][CH:18]=[C:10]([CH2:9][CH:8]([NH:7][C:5](=[O:6])[CH2:4][CH2:3][C:1]#[N:2])[B:21]2[O:29][CH:28]3[C:23]([CH3:33])([CH:24]4[CH2:30][CH:26]([CH2:27]3)[C:25]4([CH3:32])[CH3:31])[O:22]2)[C:11]=1[O:19][CH3:20])[CH3:36])(=[O:42])[CH:39]([CH3:41])[CH3:40], predict the reactants needed to synthesize it. The reactants are: [C:1]([CH2:3][CH2:4][C:5]([NH:7][CH:8]([B:21]1[O:29][CH:28]2[C:23]([CH3:33])([CH:24]3[CH2:30][CH:26]([CH2:27]2)[C:25]3([CH3:32])[CH3:31])[O:22]1)[CH2:9][C:10]1[C:11]([O:19][CH3:20])=[C:12]([CH:16]=[CH:17][CH:18]=1)[C:13]([OH:15])=[O:14])=[O:6])#[N:2].Cl[CH:35]([O:37][C:38](=[O:42])[CH:39]([CH3:41])[CH3:40])[CH3:36]. (3) Given the product [CH3:15][O:16][C:17]1[N:22]=[CH:21][C:20]([C:2]2[CH:10]=[C:9]([C:11]([F:14])([F:13])[F:12])[CH:8]=[C:7]3[C:3]=2[CH:4]=[N:5][NH:6]3)=[C:19]([CH3:26])[CH:18]=1, predict the reactants needed to synthesize it. The reactants are: Br[C:2]1[CH:10]=[C:9]([C:11]([F:14])([F:13])[F:12])[CH:8]=[C:7]2[C:3]=1[CH:4]=[N:5][NH:6]2.[CH3:15][O:16][C:17]1[N:22]=[CH:21][C:20](B(O)O)=[C:19]([CH3:26])[CH:18]=1. (4) The reactants are: [CH:1]1([NH:8][C:9]([NH2:11])=[S:10])[CH2:7][CH2:6][CH2:5][CH2:4][CH2:3][CH2:2]1.Br[C:13]1([C:19](OC)=[O:20])[CH2:18][CH2:17][CH2:16][CH2:15][CH2:14]1. Given the product [CH:1]1([NH:8][C:9]2[S:10][C:13]3([CH2:18][CH2:17][CH2:16][CH2:15][CH2:14]3)[C:19](=[O:20])[N:11]=2)[CH2:7][CH2:6][CH2:5][CH2:4][CH2:3][CH2:2]1, predict the reactants needed to synthesize it.